Predict the reactants needed to synthesize the given product. From a dataset of Full USPTO retrosynthesis dataset with 1.9M reactions from patents (1976-2016). (1) The reactants are: [Br:1][C:2]1[CH:7]=[C:6]([N:8]([CH2:14][O:15][CH3:16])[C:9]2[S:10][CH:11]=[CH:12][N:13]=2)[N:5]=[C:4]([CH2:17][OH:18])[CH:3]=1.N1C=CN=C1.[Si:24](Cl)([C:27]([CH3:30])([CH3:29])[CH3:28])([CH3:26])[CH3:25]. Given the product [Br:1][C:2]1[CH:3]=[C:4]([CH2:17][O:18][Si:24]([C:27]([CH3:30])([CH3:29])[CH3:28])([CH3:26])[CH3:25])[N:5]=[C:6]([N:8]([CH2:14][O:15][CH3:16])[C:9]2[S:10][CH:11]=[CH:12][N:13]=2)[CH:7]=1, predict the reactants needed to synthesize it. (2) Given the product [F:10][C:11]1[CH:12]=[CH:13][C:14]([C:17]2[O:21][N:20]=[CH:19][C:18]=2[C:22]([N:30]2[CH:26]([CH3:25])[CH2:27][C:28]([C:32]3[CH:37]=[CH:36][CH:35]=[CH:34][CH:33]=3)([OH:31])[CH2:29]2)=[O:24])=[CH:15][CH:16]=1, predict the reactants needed to synthesize it. The reactants are: C(N(C(C)C)C(C)C)C.[F:10][C:11]1[CH:16]=[CH:15][C:14]([C:17]2[O:21][N:20]=[CH:19][C:18]=2[C:22]([OH:24])=O)=[CH:13][CH:12]=1.[CH3:25][CH:26]1[NH:30][CH2:29][C:28]([C:32]2[CH:37]=[CH:36][CH:35]=[CH:34][CH:33]=2)([OH:31])[CH2:27]1.CN(C(ON1N=NC2C=CC=CC1=2)=[N+](C)C)C.[B-](F)(F)(F)F. (3) Given the product [CH:32]1([NH:37][C:2]2[N:7]3[N:8]=[C:9]([C:25]4[CH:30]=[CH:29][CH:28]=[C:27]([CH3:31])[CH:26]=4)[C:10]([C:11]4[C:16]([CH3:17])=[C:15]([CH3:18])[N:14]=[C:13]([NH:19][CH:20]5[CH2:24][CH2:23][CH2:22][CH2:21]5)[N:12]=4)=[C:6]3[CH:5]=[CH:4][CH:3]=2)[CH2:36][CH2:35][CH2:34][CH2:33]1, predict the reactants needed to synthesize it. The reactants are: Cl[C:2]1[N:7]2[N:8]=[C:9]([C:25]3[CH:30]=[CH:29][CH:28]=[C:27]([CH3:31])[CH:26]=3)[C:10]([C:11]3[C:16]([CH3:17])=[C:15]([CH3:18])[N:14]=[C:13]([NH:19][CH:20]4[CH2:24][CH2:23][CH2:22][CH2:21]4)[N:12]=3)=[C:6]2[CH:5]=[CH:4][CH:3]=1.[CH:32]1([NH2:37])[CH2:36][CH2:35][CH2:34][CH2:33]1.